Dataset: Forward reaction prediction with 1.9M reactions from USPTO patents (1976-2016). Task: Predict the product of the given reaction. (1) Given the reactants [N+:1]([O-:4])(O)=[O:2].[F:5][C:6]1[CH:11]=[CH:10][CH:9]=[C:8]([F:12])[C:7]=1[N:13]1[C:17](=[O:18])[N:16]([CH3:19])[N:15]=[N:14]1, predict the reaction product. The product is: [F:12][C:8]1[CH:9]=[CH:10][C:11]([N+:1]([O-:4])=[O:2])=[C:6]([F:5])[C:7]=1[N:13]1[C:17](=[O:18])[N:16]([CH3:19])[N:15]=[N:14]1. (2) Given the reactants BrC1C=CC=C2C=1C=C(C(O)=O)N2.[N:14]1([CH2:21][CH2:22][N:23]2[CH2:28][CH2:27][CH:26]([NH:29][C:30]([C:32]3[NH:33][C:34]4[C:39]([CH:40]=3)=[C:38]([Br:41])[CH:37]=[CH:36][CH:35]=4)=[O:31])[CH2:25][CH2:24]2)[CH2:20][CH2:19][CH2:18][CH2:17][CH2:16]C1, predict the reaction product. The product is: [N:14]1([CH2:21][CH2:22][N:23]2[CH2:28][CH2:27][CH:26]([NH:29][C:30]([C:32]3[NH:33][C:34]4[C:39]([CH:40]=3)=[C:38]([Br:41])[CH:37]=[CH:36][CH:35]=4)=[O:31])[CH2:25][CH2:24]2)[CH2:16][CH2:17][CH2:18][CH2:19][CH2:20]1. (3) Given the reactants [CH2:1]([C:5]1[CH:14]=[C:13]2[C:8]([CH2:9][CH2:10][C:11](=O)[NH:12]2)=[CH:7][C:6]=1[O:16][CH3:17])[CH:2]([CH3:4])[CH3:3].C[Si]([N-][Si](C)(C)C)(C)C.[Na+].P(Cl)(OCC)(OCC)=O.[N+:37]([CH2:39][C:40]([O:42][CH2:43][CH3:44])=[O:41])#[C-:38].C(O)(=O)CC(CC(O)=O)(C(O)=O)O, predict the reaction product. The product is: [CH2:1]([C:5]1[CH:14]=[C:13]2[C:8]([CH2:9][CH2:10][C:11]3[N:12]2[CH:38]=[N:37][C:39]=3[C:40]([O:42][CH2:43][CH3:44])=[O:41])=[CH:7][C:6]=1[O:16][CH3:17])[CH:2]([CH3:4])[CH3:3]. (4) Given the reactants C(OC([N:8]1[CH2:13][CH2:12][N:11]([C:14]2[CH:19]=[C:18]([NH2:20])[CH:17]=[CH:16][C:15]=2[O:21][CH3:22])[CH2:10][CH2:9]1)=O)(C)(C)C.[F:23][CH:24]([F:38])[O:25][C:26]1[CH:27]=[CH:28][C:29]([O:36][CH3:37])=[C:30]([S:32]([Cl:35])(=[O:34])=[O:33])[CH:31]=1, predict the reaction product. The product is: [ClH:35].[F:38][CH:24]([F:23])[O:25][C:26]1[CH:27]=[CH:28][C:29]([O:36][CH3:37])=[C:30]([S:32]([NH:20][C:18]2[CH:17]=[CH:16][C:15]([O:21][CH3:22])=[C:14]([N:11]3[CH2:10][CH2:9][NH:8][CH2:13][CH2:12]3)[CH:19]=2)(=[O:34])=[O:33])[CH:31]=1. (5) Given the reactants C[O:2][C:3]([C:5]1([O:13][C@@H:12]([C@@H:14]([C@@H:16]([CH2:18][OH:19])[OH:17])[OH:15])[C@:10]([NH:20][C:21](=[O:27])[CH2:22][CH2:23][C:24](=[O:26])[CH3:25])([NH2:11])[C@@H:8]([OH:9])[CH2:7]1)[OH:6])=[O:4].C[O-].[Na+], predict the reaction product. The product is: [O:27]=[C:21]([NH:20][C@:10]1([NH2:11])[C@H:12]([C@@H:14]([C@@H:16]([CH2:18][OH:19])[OH:17])[OH:15])[O:13][C:5]([OH:6])([C:3](=[O:2])[OH:4])[CH2:7][C@@H:8]1[OH:9])[CH2:22][CH2:23][C:24](=[O:26])[CH3:25]. (6) Given the reactants [NH2:1][C:2]1[C:3]([Br:21])=[CH:4][C:5]2[C:9]([CH:10]=1)=[N:8][N:7]([C:11]1[CH:16]=[CH:15][C:14]([F:17])=[CH:13][CH:12]=1)[C:6]=2[C:18](O)=[O:19].C[CH2:23][N:24]=C=NCCCN(C)C.C1C=CC2N(O)N=NC=2C=1.CN.Cl, predict the reaction product. The product is: [NH2:1][C:2]1[C:3]([Br:21])=[CH:4][C:5]2[C:9]([CH:10]=1)=[N:8][N:7]([C:11]1[CH:16]=[CH:15][C:14]([F:17])=[CH:13][CH:12]=1)[C:6]=2[C:18]([NH:24][CH3:23])=[O:19]. (7) Given the reactants Cl[CH2:2][CH2:3][NH:4][C:5]([NH:7][CH:8]([CH3:10])[CH3:9])=[O:6].[H-].[Na+], predict the reaction product. The product is: [CH:8]([N:7]1[CH2:2][CH2:3][NH:4][C:5]1=[O:6])([CH3:10])[CH3:9].